Dataset: Full USPTO retrosynthesis dataset with 1.9M reactions from patents (1976-2016). Task: Predict the reactants needed to synthesize the given product. (1) Given the product [CH2:1]([O:8][C:12]1[CH:13]=[CH:14][CH:15]=[C:10]([F:9])[N:11]=1)[C:2]1[CH:7]=[CH:6][CH:5]=[CH:4][CH:3]=1, predict the reactants needed to synthesize it. The reactants are: [CH2:1]([OH:8])[C:2]1[CH:7]=[CH:6][CH:5]=[CH:4][CH:3]=1.[F:9][C:10]1[CH:15]=[CH:14][CH:13]=[C:12](F)[N:11]=1.[H-].[Na+].O. (2) Given the product [S:9]1[CH:10]=[CH:11][C:7]2[CH:6]=[C:5]([C:1]#[N:2])[CH:13]=[CH:12][C:8]1=2, predict the reactants needed to synthesize it. The reactants are: [C:1]([Cu])#[N:2].Br[C:5]1[CH:13]=[CH:12][C:8]2[S:9][CH:10]=[CH:11][C:7]=2[CH:6]=1.N1C=CC=CC=1.C(N)CN. (3) The reactants are: [F:1][C:2]1[CH:7]=[CH:6][C:5]([F:8])=[CH:4][C:3]=1[CH:9]([S:20]([C:23]1[CH:28]=[CH:27][C:26]([O:29][CH2:30][CH3:31])=[CH:25][CH:24]=1)(=[O:22])=[O:21])[C:10]1[C:11]([CH3:19])=[CH:12][C:13]([C:16]([OH:18])=O)=[N:14][CH:15]=1.[NH2:32][CH2:33][CH2:34][OH:35].ON1C2C=CC=CC=2N=N1.CN1CCOCC1.Cl.C(N=C=NCCCN(C)C)C. Given the product [F:1][C:2]1[CH:7]=[CH:6][C:5]([F:8])=[CH:4][C:3]=1[CH:9]([S:20]([C:23]1[CH:24]=[CH:25][C:26]([O:29][CH2:30][CH3:31])=[CH:27][CH:28]=1)(=[O:21])=[O:22])[C:10]1[C:11]([CH3:19])=[CH:12][C:13]([C:16]([NH:32][CH2:33][CH2:34][OH:35])=[O:18])=[N:14][CH:15]=1, predict the reactants needed to synthesize it. (4) Given the product [Cl:1][C:2]1[CH:3]=[CH:4][C:5]([C:6]([C:8]2[N:12]([CH:28]([N:26]([CH3:27])[CH3:25])[CH2:29][CH3:30])[CH:11]=[C:10]([C:13](=[O:21])[CH2:14][N:15]3[CH2:16][CH2:17][CH2:18][CH2:19][CH2:20]3)[CH:9]=2)=[O:7])=[CH:22][CH:23]=1, predict the reactants needed to synthesize it. The reactants are: [Cl:1][C:2]1[CH:23]=[CH:22][C:5]([C:6]([C:8]2[NH:12][CH:11]=[C:10]([C:13](=[O:21])[CH2:14][N:15]3[CH2:20][CH2:19][CH2:18][CH2:17][CH2:16]3)[CH:9]=2)=[O:7])=[CH:4][CH:3]=1.Cl.[CH3:25][N:26]([CH2:28][CH2:29][CH2:30]Cl)[CH3:27].C([O-])([O-])=O.[K+].[K+].[I-].[K+]. (5) Given the product [Cl:3][C:4]1[C:12]2[N:11]([CH2:27][CH2:28][O:29][C:30]3[CH:35]=[CH:34][CH:33]=[CH:32][CH:31]=3)[C:10]3[CH2:13][CH2:14][N:15]([C:18]([O:20][C:21]([CH3:22])([CH3:24])[CH3:23])=[O:19])[CH2:16][CH2:17][C:9]=3[C:8]=2[CH:7]=[CH:6][C:5]=1[Cl:25], predict the reactants needed to synthesize it. The reactants are: [H-].[Na+].[Cl:3][C:4]1[C:12]2[NH:11][C:10]3[CH2:13][CH2:14][N:15]([C:18]([O:20][C:21]([CH3:24])([CH3:23])[CH3:22])=[O:19])[CH2:16][CH2:17][C:9]=3[C:8]=2[CH:7]=[CH:6][C:5]=1[Cl:25].Br[CH2:27][CH2:28][O:29][C:30]1[CH:35]=[CH:34][CH:33]=[CH:32][CH:31]=1. (6) Given the product [CH2:22]([O:21][P:19]([C:9]1[C:10]([P:11]([O:16][CH2:17][CH3:18])([O:13][CH2:14][CH3:15])=[O:12])=[C:6]([C:54]2[S:53][C:52]([C:57]3[S:58][CH:59]=[CH:60][CH:61]=3)=[CH:56][CH:55]=2)[S:7][C:8]=1[C:54]1[S:53][C:52]([C:57]2[S:58][CH:59]=[CH:60][CH:61]=2)=[CH:56][CH:55]=1)([O:24][CH2:25][CH3:26])=[O:20])[CH3:23], predict the reactants needed to synthesize it. The reactants are: C([Sn](CCCC)(CCCC)[C:6]1[S:7][C:8]([Sn](CCCC)(CCCC)CCCC)=[C:9]([P:19]([O:24][CH2:25][CH3:26])([O:21][CH2:22][CH3:23])=[O:20])[C:10]=1[P:11]([O:16][CH2:17][CH3:18])([O:13][CH2:14][CH3:15])=[O:12])CCC.[Cu]C#N.I[C:52]1([C:57]2[S:58][CH:59]=[CH:60][CH:61]=2)[CH2:56][CH:55]=[CH:54][S:53]1.Cl. (7) Given the product [Cl:1][C:2]1[C:7]([CH2:8][CH2:9][Cl:18])=[C:6]([C:11]2[CH:16]=[CH:15][CH:14]=[CH:13][CH:12]=2)[N:5]=[CH:4][N:3]=1, predict the reactants needed to synthesize it. The reactants are: [Cl:1][C:2]1[C:7]([CH2:8][CH2:9]O)=[C:6]([C:11]2[CH:16]=[CH:15][CH:14]=[CH:13][CH:12]=2)[N:5]=[CH:4][N:3]=1.C(Cl)(Cl)[Cl:18].